From a dataset of Forward reaction prediction with 1.9M reactions from USPTO patents (1976-2016). Predict the product of the given reaction. Given the reactants [NH:1]1[CH:5]=[C:4]([C:6]([OH:8])=O)[N:3]=[N:2]1.CN(C(ON1N=NC2C=CC=NC1=2)=[N+](C)C)C.F[P-](F)(F)(F)(F)F.C([O:35][C:36](=[O:59])[C@H:37]([N:56]=[N+]=[N-])[CH2:38][C@H:39]([NH2:55])[CH2:40][C:41]1[CH:46]=[CH:45][C:44]([C:47]2[CH:52]=[C:51](Cl)[CH:50]=[CH:49][C:48]=2[F:54])=[CH:43][CH:42]=1)C.CCN(C(C)C)C(C)C, predict the reaction product. The product is: [NH2:56][C@H:37]([CH2:38][C@H:39]([NH:55][C:6]([C:4]1[N:3]=[N:2][NH:1][CH:5]=1)=[O:8])[CH2:40][C:41]1[CH:46]=[CH:45][C:44]([C:47]2[CH:52]=[CH:51][CH:50]=[CH:49][C:48]=2[F:54])=[CH:43][CH:42]=1)[C:36]([OH:59])=[O:35].